Dataset: Full USPTO retrosynthesis dataset with 1.9M reactions from patents (1976-2016). Task: Predict the reactants needed to synthesize the given product. (1) The reactants are: [N:1]1([CH2:6][C@@H:7]([O:14][C:15]2[CH:24]=[CH:23][C:22]3[C:21](=[O:25])[CH2:20][CH2:19][CH2:18][C:17]=3[C:16]=2[CH2:26][S:27][C:28]2[CH:29]=[C:30]([CH:34]=[CH:35][CH:36]=2)[C:31]([OH:33])=O)[C:8]2[CH:13]=[CH:12][CH:11]=[CH:10][CH:9]=2)[CH:5]=[CH:4][N:3]=[CH:2]1.[CH3:37][C@@H:38]([CH2:41][CH3:42])[CH2:39][NH2:40]. Given the product [N:1]1([CH2:6][C@@H:7]([O:14][C:15]2[CH:24]=[CH:23][C:22]3[C:21](=[O:25])[CH2:20][CH2:19][CH2:18][C:17]=3[C:16]=2[CH2:26][S:27][C:28]2[CH:29]=[C:30]([CH:34]=[CH:35][CH:36]=2)[C:31]([NH:40][CH2:39][C@@H:38]([CH3:37])[CH2:41][CH3:42])=[O:33])[C:8]2[CH:9]=[CH:10][CH:11]=[CH:12][CH:13]=2)[CH:5]=[CH:4][N:3]=[CH:2]1, predict the reactants needed to synthesize it. (2) Given the product [O:29]1[CH:30]=[CH:31][CH:32]=[C:28]1[C:25]1[S:26][CH:27]=[C:23]([CH2:22][P:13](=[O:20])([O:17][CH2:18][CH3:19])[O:14][CH2:15][CH3:16])[N:24]=1, predict the reactants needed to synthesize it. The reactants are: O1C=CC=C1C1N(C)N=C(C[P:13](=[O:20])([O:17][CH2:18][CH3:19])[O:14][CH2:15][CH3:16])C=1.Cl[CH2:22][C:23]1[N:24]=[C:25]([C:28]2[O:29][CH:30]=[CH:31][CH:32]=2)[S:26][CH:27]=1. (3) Given the product [CH2:60]([O:57][C:54]([CH:19]1[CH2:20][CH:21]1[C:22]1[CH:23]=[CH:24][CH:25]=[C:26]([N:51]2[CH2:52][CH2:53][N:48]([CH3:47])[CH2:49][CH2:50]2)[CH:27]=1)=[O:55])[CH3:61], predict the reactants needed to synthesize it. The reactants are: C1(P(C2C=CC=CC=2)[C:24]2[CH:25]=[CH:26][C:27]3[C:22](=[CH:21][CH:20]=[CH:19]C=3)[C:23]=2C2[C:27]3[C:22](=[CH:23][CH:24]=[CH:25][CH:26]=3)[CH:21]=[CH:20][C:19]=2P(C2C=CC=CC=2)C2C=CC=CC=2)C=CC=CC=1.[CH3:47][N:48]1[CH2:53][CH2:52][NH:51][CH2:50][CH2:49]1.[C:54]([O-:57])([O-])=[O:55].[Cs+].[Cs+].[C:60]1(C)C=CC=C[CH:61]=1. (4) The reactants are: [CH3:1][O:2][C:3]1[CH:33]=[C:32]([O:34][CH3:35])[CH:31]=[CH:30][C:4]=1[CH2:5][NH:6][C:7]([NH:9][NH:10][C:11]([C:13]1[C:21]2[C:16](=[N:17][CH:18]=[CH:19][CH:20]=2)[N:15]([CH2:22][C:23]2[CH:28]=[CH:27][CH:26]=[CH:25][C:24]=2[F:29])[N:14]=1)=O)=[O:8].Cl. Given the product [CH3:1][O:2][C:3]1[CH:33]=[C:32]([O:34][CH3:35])[CH:31]=[CH:30][C:4]=1[CH2:5][N:6]1[C:11]([C:13]2[C:21]3[C:16](=[N:17][CH:18]=[CH:19][CH:20]=3)[N:15]([CH2:22][C:23]3[CH:28]=[CH:27][CH:26]=[CH:25][C:24]=3[F:29])[N:14]=2)=[N:10][NH:9][C:7]1=[O:8], predict the reactants needed to synthesize it. (5) Given the product [CH2:2]([O:4][C:5](=[O:25])[N:6]([C:7]1[CH:12]=[C:11]([Cl:13])[N:10]=[C:9]([NH2:1])[C:8]=1[N+:15]([O-:17])=[O:16])[CH2:18][C:19]1[CH:24]=[CH:23][CH:22]=[CH:21][CH:20]=1)[CH3:3], predict the reactants needed to synthesize it. The reactants are: [NH3:1].[CH2:2]([O:4][C:5](=[O:25])[N:6]([CH2:18][C:19]1[CH:24]=[CH:23][CH:22]=[CH:21][CH:20]=1)[C:7]1[CH:12]=[C:11]([Cl:13])[N:10]=[C:9](Cl)[C:8]=1[N+:15]([O-:17])=[O:16])[CH3:3]. (6) Given the product [Br:4][C:5]1[C:14]2[C:9](=[CH:10][CH:11]=[C:12]([O:15][C@H:16]3[CH2:21][CH2:20][C@H:19]([C:22]([CH3:23])([CH3:25])[CH3:24])[CH2:18][CH2:17]3)[CH:13]=2)[N:8]=[C:7]([CH:26]=[O:2])[CH:6]=1, predict the reactants needed to synthesize it. The reactants are: [Se](=O)=[O:2].[Br:4][C:5]1[C:14]2[C:9](=[CH:10][CH:11]=[C:12]([O:15][CH:16]3[CH2:21][CH2:20][CH:19]([C:22]([CH3:25])([CH3:24])[CH3:23])[CH2:18][CH2:17]3)[CH:13]=2)[N:8]=[C:7]([CH3:26])[CH:6]=1.